From a dataset of Forward reaction prediction with 1.9M reactions from USPTO patents (1976-2016). Predict the product of the given reaction. Given the reactants [Cl:1][C:2]1[CH:3]=[CH:4][C:5]2[O:9][C:8]([C:10]3[CH:11]=[CH:12][C:13]([NH:17][CH:18]4[CH2:23][CH2:22][O:21][CH2:20][CH2:19]4)=[C:14]([CH:16]=3)[NH2:15])=[N:7][C:6]=2[CH:24]=1.[CH:25]([C:27]1[CH:36]=[CH:35][C:30]([C:31]([O:33][CH3:34])=[O:32])=[CH:29][CH:28]=1)=O.OOS([O-])=O.[K+].C(=O)([O-])[O-].[K+].[K+], predict the reaction product. The product is: [Cl:1][C:2]1[CH:3]=[CH:4][C:5]2[O:9][C:8]([C:10]3[CH:11]=[CH:12][C:13]4[N:17]([CH:18]5[CH2:19][CH2:20][O:21][CH2:22][CH2:23]5)[C:25]([C:27]5[CH:28]=[CH:29][C:30]([C:31]([O:33][CH3:34])=[O:32])=[CH:35][CH:36]=5)=[N:15][C:14]=4[CH:16]=3)=[N:7][C:6]=2[CH:24]=1.